From a dataset of NCI-60 drug combinations with 297,098 pairs across 59 cell lines. Regression. Given two drug SMILES strings and cell line genomic features, predict the synergy score measuring deviation from expected non-interaction effect. (1) Drug 1: C1C(C(OC1N2C=NC3=C(N=C(N=C32)Cl)N)CO)O. Drug 2: CC1CCC2CC(C(=CC=CC=CC(CC(C(=O)C(C(C(=CC(C(=O)CC(OC(=O)C3CCCCN3C(=O)C(=O)C1(O2)O)C(C)CC4CCC(C(C4)OC)OCCO)C)C)O)OC)C)C)C)OC. Cell line: OVCAR3. Synergy scores: CSS=2.25, Synergy_ZIP=0.663, Synergy_Bliss=1.02, Synergy_Loewe=5.92, Synergy_HSA=2.70. (2) Drug 1: C1CC(=O)NC(=O)C1N2CC3=C(C2=O)C=CC=C3N. Drug 2: CC12CCC3C(C1CCC2=O)CC(=C)C4=CC(=O)C=CC34C. Cell line: PC-3. Synergy scores: CSS=22.4, Synergy_ZIP=3.86, Synergy_Bliss=2.02, Synergy_Loewe=4.17, Synergy_HSA=4.18. (3) Drug 1: COC1=C(C=C2C(=C1)N=CN=C2NC3=CC(=C(C=C3)F)Cl)OCCCN4CCOCC4. Drug 2: C1CC(C1)(C(=O)O)C(=O)O.[NH2-].[NH2-].[Pt+2]. Cell line: NCI-H226. Synergy scores: CSS=37.0, Synergy_ZIP=-3.06, Synergy_Bliss=2.89, Synergy_Loewe=5.56, Synergy_HSA=7.24. (4) Drug 1: CC1C(C(CC(O1)OC2CC(CC3=C2C(=C4C(=C3O)C(=O)C5=C(C4=O)C(=CC=C5)OC)O)(C(=O)C)O)N)O.Cl. Drug 2: COCCOC1=C(C=C2C(=C1)C(=NC=N2)NC3=CC=CC(=C3)C#C)OCCOC.Cl. Cell line: OVCAR3. Synergy scores: CSS=19.0, Synergy_ZIP=-7.66, Synergy_Bliss=-1.82, Synergy_Loewe=-1.30, Synergy_HSA=-0.842. (5) Drug 1: CCC1(CC2CC(C3=C(CCN(C2)C1)C4=CC=CC=C4N3)(C5=C(C=C6C(=C5)C78CCN9C7C(C=CC9)(C(C(C8N6C)(C(=O)OC)O)OC(=O)C)CC)OC)C(=O)OC)O.OS(=O)(=O)O. Drug 2: C1=NC2=C(N=C(N=C2N1C3C(C(C(O3)CO)O)F)Cl)N. Cell line: HCT-15. Synergy scores: CSS=2.06, Synergy_ZIP=-1.39, Synergy_Bliss=-3.32, Synergy_Loewe=-6.51, Synergy_HSA=-5.74. (6) Drug 1: C1CN(CCN1C(=O)CCBr)C(=O)CCBr. Drug 2: CC(C)CN1C=NC2=C1C3=CC=CC=C3N=C2N. Cell line: HS 578T. Synergy scores: CSS=29.1, Synergy_ZIP=-7.39, Synergy_Bliss=-0.608, Synergy_Loewe=3.88, Synergy_HSA=3.43. (7) Drug 1: C1=NC2=C(N1)C(=S)N=CN2. Drug 2: CS(=O)(=O)OCCCCOS(=O)(=O)C. Cell line: ACHN. Synergy scores: CSS=34.1, Synergy_ZIP=-3.91, Synergy_Bliss=0.436, Synergy_Loewe=1.56, Synergy_HSA=1.87.